This data is from Reaction yield outcomes from USPTO patents with 853,638 reactions. The task is: Predict the reaction yield, written as a fraction of the theoretical maximum amount of product (1.0 means a 100% yield; for example, 0.34 means a 34% yield). (1) The reactants are C([Li])CCC.Br[C:7]1[CH:12]=[CH:11][C:10]([CH3:13])=[CH:9][N:8]=1.CN(C)[C:16](=[O:18])[CH3:17].O. The catalyst is CCCCCC.C(OCC)C.C(OCC)(=O)C. The product is [CH3:13][C:10]1[CH:11]=[CH:12][C:7]([C:16](=[O:18])[CH3:17])=[N:8][CH:9]=1. The yield is 0.870. (2) The reactants are [CH3:1][O:2][C:3](=[O:15])[C:4]1[CH:9]=[CH:8][C:7]([C:10]([F:13])([F:12])[F:11])=[CH:6][C:5]=1[NH2:14].[I:16]I. The catalyst is CCO.S([O-])([O-])(=O)=O.[Ag+2]. The product is [CH3:1][O:2][C:3](=[O:15])[C:4]1[CH:9]=[C:8]([I:16])[C:7]([C:10]([F:13])([F:12])[F:11])=[CH:6][C:5]=1[NH2:14]. The yield is 0.830.